Dataset: Forward reaction prediction with 1.9M reactions from USPTO patents (1976-2016). Task: Predict the product of the given reaction. (1) Given the reactants C(OC([N:8]1[CH2:12][CH2:11][CH2:10][C@H:9]1[CH2:13][NH:14][C:15]1[CH:20]=[CH:19][C:18]([O:21][C:22]2[CH:27]=[CH:26][C:25]([O:28][CH3:29])=[CH:24][CH:23]=2)=[CH:17][C:16]=1[O:30][C:31]1[CH:36]=[CH:35][C:34]([O:37][CH3:38])=[CH:33][CH:32]=1)=O)(C)(C)C, predict the reaction product. The product is: [CH3:38][O:37][C:34]1[CH:33]=[CH:32][C:31]([O:30][C:16]2[CH:17]=[C:18]([O:21][C:22]3[CH:27]=[CH:26][C:25]([O:28][CH3:29])=[CH:24][CH:23]=3)[CH:19]=[CH:20][C:15]=2[NH:14][CH2:13][C@@H:9]2[CH2:10][CH2:11][CH2:12][NH:8]2)=[CH:36][CH:35]=1. (2) Given the reactants [NH2:1][C:2]1[CH:7]=[CH:6][CH:5]=[CH:4][N:3]=1.[C:8]([C:11]1C=CC=C2[C:12]=1[CH2:13][CH2:14]C2=O)(O)=[O:9].Cl.CNC, predict the reaction product. The product is: [N:3]1[CH:4]=[CH:5][CH:6]=[CH:7][C:2]=1[NH:1][C:8](=[O:9])[CH2:11][CH2:12][C:13]#[CH:14]. (3) Given the reactants [CH3:1][O:2][C:3](=[O:28])[C@H:4]([CH2:24][CH2:25][S:26][CH3:27])[NH:5][C:6](=[O:23])[C:7]1[CH:12]=[CH:11][C:10]([S:13](Cl)(=[O:15])=[O:14])=[CH:9][C:8]=1[C:17]1[CH:22]=[CH:21][CH:20]=[CH:19][CH:18]=1.[NH3:29], predict the reaction product. The product is: [CH3:1][O:2][C:3](=[O:28])[C@H:4]([CH2:24][CH2:25][S:26][CH3:27])[NH:5][C:6](=[O:23])[C:7]1[CH:12]=[CH:11][C:10]([S:13]([NH2:29])(=[O:15])=[O:14])=[CH:9][C:8]=1[C:17]1[CH:22]=[CH:21][CH:20]=[CH:19][CH:18]=1. (4) Given the reactants [Cl:1][C:2]1[CH:3]=[C:4]2[C:8](=[CH:9][CH:10]=1)[NH:7][C:6](=[O:11])[CH2:5]2.[N:12]1[CH:17]=[CH:16][CH:15]=[CH:14][C:13]=1[CH:18]=O, predict the reaction product. The product is: [Cl:1][C:2]1[CH:3]=[C:4]2[C:8](=[CH:9][CH:10]=1)[NH:7][C:6](=[O:11])[C:5]2=[CH:18][C:13]1[CH:14]=[CH:15][CH:16]=[CH:17][N:12]=1.